Task: Regression/Classification. Given a drug SMILES string, predict its absorption, distribution, metabolism, or excretion properties. Task type varies by dataset: regression for continuous measurements (e.g., permeability, clearance, half-life) or binary classification for categorical outcomes (e.g., BBB penetration, CYP inhibition). Dataset: cyp1a2_veith.. Dataset: CYP1A2 inhibition data for predicting drug metabolism from PubChem BioAssay (1) The molecule is CCn1c(SCC(=O)OC)nc2sc3c(c2c1=O)CCC3. The result is 1 (inhibitor). (2) The compound is N[C@@H](Cc1ccccc1)C(=O)O. The result is 0 (non-inhibitor). (3) The result is 1 (inhibitor). The molecule is O=C(O)CN1CCN(Cc2ccc(F)cc2Cl)C1=O. (4) The result is 1 (inhibitor). The drug is CCOc1ccc(C(F)(F)F)cc1NC(=O)c1ccc(OC)c([N+](=O)[O-])c1.